From a dataset of Full USPTO retrosynthesis dataset with 1.9M reactions from patents (1976-2016). Predict the reactants needed to synthesize the given product. (1) Given the product [NH2:1][C:2]1[C:3]([C:9]([O:11][CH3:12])=[O:10])=[N:4][C:5]([C:23]2[CH2:24][CH2:25][NH:20][CH2:21][CH:22]=2)=[CH:6][N:7]=1, predict the reactants needed to synthesize it. The reactants are: [NH2:1][C:2]1[C:3]([C:9]([O:11][CH3:12])=[O:10])=[N:4][C:5](Br)=[CH:6][N:7]=1.C(OC([N:20]1[CH2:25][CH:24]=[C:23](B2OC(C)(C)C(C)(C)O2)[CH2:22][CH2:21]1)=O)(C)(C)C.C([O-])([O-])=O.[Na+].[Na+].C1(P(C2C=CC=CC=2)C2C=CC=CC=2)C=CC=CC=1. (2) Given the product [Cl:1][C:2]1[CH:3]=[CH:4][C:5]([C:8]2[CH:13]=[CH:12][N:11]3[N:14]=[CH:15][C:16]([C:17]4[O:19][N:33]=[C:22]([C:23]5[CH:24]=[C:25]([S:29]([NH2:30])(=[O:31])=[O:32])[CH:26]=[CH:27][CH:28]=5)[N:21]=4)=[C:10]3[N:9]=2)=[CH:6][CH:7]=1, predict the reactants needed to synthesize it. The reactants are: [Cl:1][C:2]1[CH:7]=[CH:6][C:5]([C:8]2[CH:13]=[CH:12][N:11]3[N:14]=[CH:15][C:16]([C:17]([OH:19])=O)=[C:10]3[N:9]=2)=[CH:4][CH:3]=1.O[NH:21][C:22](=[NH:33])[C:23]1[CH:28]=[CH:27][CH:26]=[C:25]([S:29](=[O:32])(=[O:31])[NH2:30])[CH:24]=1.